This data is from Full USPTO retrosynthesis dataset with 1.9M reactions from patents (1976-2016). The task is: Predict the reactants needed to synthesize the given product. Given the product [Cl:20][C:17]([F:19])([F:18])[S:16][C:13]1[CH:14]=[CH:15][C:10]([NH:9][C:7](=[O:8])[C:6]2[CH:21]=[C:2]([C:32]3[CH:33]=[N:28][CH:29]=[N:30][CH:31]=3)[C:3]([N:22]3[CH2:26][CH2:25][C@@H:24]([OH:27])[CH2:23]3)=[N:4][CH:5]=2)=[CH:11][CH:12]=1, predict the reactants needed to synthesize it. The reactants are: Br[C:2]1[C:3]([N:22]2[CH2:26][CH2:25][C@@H:24]([OH:27])[CH2:23]2)=[N:4][CH:5]=[C:6]([CH:21]=1)[C:7]([NH:9][C:10]1[CH:15]=[CH:14][C:13]([S:16][C:17]([Cl:20])([F:19])[F:18])=[CH:12][CH:11]=1)=[O:8].[N:28]1[CH:33]=[C:32](B(O)O)[CH:31]=[N:30][CH:29]=1.